Task: Predict the reaction yield, written as a fraction of the theoretical maximum amount of product (1.0 means a 100% yield; for example, 0.34 means a 34% yield).. Dataset: Reaction yield outcomes from USPTO patents with 853,638 reactions The reactants are [CH3:1][C:2]1[CH:7]=[CH:6][C:5]([S:8]([O:11][CH2:12][CH:13]2[CH2:17][C:16]3[CH:18]=[CH:19][CH:20]=[C:21](Br)[C:15]=3[O:14]2)(=[O:10])=[O:9])=[CH:4][CH:3]=1.[CH3:23][O:24][C:25]1[CH:30]=[CH:29][CH:28]=[CH:27][C:26]=1B(O)O.C(=O)([O-])[O-].[K+].[K+]. The catalyst is CC1C=CC=CC=1[P](C1C=CC=CC=1C)([Pd](Cl)(Cl)[P](C1=C(C)C=CC=C1)(C1C=CC=CC=1C)C1C=CC=CC=1C)C1C=CC=CC=1C. The product is [CH3:1][C:2]1[CH:7]=[CH:6][C:5]([S:8]([O:11][CH2:12][CH:13]2[CH2:17][C:16]3[CH:18]=[CH:19][CH:20]=[C:21]([C:26]4[CH:27]=[CH:28][CH:29]=[CH:30][C:25]=4[O:24][CH3:23])[C:15]=3[O:14]2)(=[O:10])=[O:9])=[CH:4][CH:3]=1. The yield is 0.680.